From a dataset of Reaction yield outcomes from USPTO patents with 853,638 reactions. Predict the reaction yield, written as a fraction of the theoretical maximum amount of product (1.0 means a 100% yield; for example, 0.34 means a 34% yield). (1) The reactants are [C:1]([S:4][C:5]([CH3:38])([CH3:37])[CH:6]([NH2:36])[C:7]([O:9][C@H:10]([C:21]1[CH:26]=[CH:25][C:24]([O:27][CH:28]([F:30])[F:29])=[C:23]([O:31][CH2:32][CH:33]2[CH2:35][CH2:34]2)[CH:22]=1)[CH2:11][C:12]1[C:17]([Cl:18])=[CH:16][N+:15]([O-:19])=[CH:14][C:13]=1[Cl:20])=[O:8])(=[O:3])[CH3:2].[C:39]1([S:45](Cl)(=[O:47])=[O:46])[CH:44]=[CH:43][CH:42]=[CH:41][CH:40]=1. The catalyst is N1C=CC=CC=1. The product is [C:1]([S:4][C:5]([CH3:38])([CH3:37])[CH:6]([NH:36][S:45]([C:39]1[CH:44]=[CH:43][CH:42]=[CH:41][CH:40]=1)(=[O:47])=[O:46])[C:7]([O:9][C@H:10]([C:21]1[CH:26]=[CH:25][C:24]([O:27][CH:28]([F:30])[F:29])=[C:23]([O:31][CH2:32][CH:33]2[CH2:35][CH2:34]2)[CH:22]=1)[CH2:11][C:12]1[C:13]([Cl:20])=[CH:14][N+:15]([O-:19])=[CH:16][C:17]=1[Cl:18])=[O:8])(=[O:3])[CH3:2]. The yield is 0.0800. (2) The reactants are [Br:1][C:2]1[S:6][C:5]([C:7]([OH:9])=O)=[C:4]([CH3:10])[CH:3]=1.O.O[N:13]1C2C=CC=CC=2N=N1.C(N(C(C)C)CC)(C)C.Cl.[CH2:32]([O:34][C:35](=[O:45])[C@H:36]([CH2:38][CH2:39][C:40]([O:42][CH2:43][CH3:44])=[O:41])[NH2:37])[CH3:33].Cl.CN(C)CCCN=C=NCC. The catalyst is CN(C=O)C.O. The product is [CH2:32]([O:34][C:35](=[O:45])[C@:36]([NH:13][C:7]([C:5]1[S:6][C:2]([Br:1])=[CH:3][C:4]=1[CH3:10])=[O:9])([CH2:38][CH2:39][C:40]([O:42][CH2:43][CH3:44])=[O:41])[NH2:37])[CH3:33]. The yield is 0.990. (3) The reactants are Cl[C:2]1[CH:7]=[C:6]([NH:8][C:9]2[CH:18]=[CH:17][C:16]([F:19])=[CH:15][C:10]=2[C:11]([NH:13][CH3:14])=[O:12])[C:5]([Cl:20])=[CH:4][N:3]=1.[CH:21]([N:24]1[C:28]([NH2:29])=[CH:27][C:26]([CH3:30])=[N:25]1)([CH3:23])[CH3:22].C(=O)([O-])[O-].[Cs+].[Cs+].CC1(C)C2C(=C(P(C3C=CC=CC=3)C3C=CC=CC=3)C=CC=2)OC2C(P(C3C=CC=CC=3)C3C=CC=CC=3)=CC=CC1=2. The catalyst is O1CCOCC1.CC([O-])=O.CC([O-])=O.[Pd+2]. The product is [Cl:20][C:5]1[C:6]([NH:8][C:9]2[CH:18]=[CH:17][C:16]([F:19])=[CH:15][C:10]=2[C:11]([NH:13][CH3:14])=[O:12])=[CH:7][C:2]([NH:29][C:28]2[N:24]([CH:21]([CH3:23])[CH3:22])[N:25]=[C:26]([CH3:30])[CH:27]=2)=[N:3][CH:4]=1. The yield is 0.288. (4) The reactants are [I:1][C:2]1[CH:8]=[CH:7][C:5]([NH2:6])=[CH:4][C:3]=1[CH3:9].N1C=CC=CC=1.[CH3:16][S:17](Cl)(=[O:19])=[O:18]. The catalyst is C(Cl)Cl. The product is [I:1][C:2]1[CH:8]=[CH:7][C:5]([NH:6][S:17]([CH3:16])(=[O:19])=[O:18])=[CH:4][C:3]=1[CH3:9]. The yield is 0.940. (5) The reactants are [Cl:1][C:2]1[CH:30]=[CH:29][C:5]2[NH:6][C:7]([C@@H:9]([NH:13][C:14]([C:16]3[CH:24]=[CH:23][C:19]([C:20]([OH:22])=O)=[C:18]([C:25]([F:28])([F:27])[F:26])[CH:17]=3)=[O:15])[CH2:10][O:11][CH3:12])=[N:8][C:4]=2[CH:3]=1.CN(C(O[N:39]1N=NC2C=[CH:43][CH:44]=[CH:45][C:40]1=2)=[N+](C)C)C.[B-](F)(F)(F)F.C(N(C(C)C)CC)(C)C.N1CC=CC1.ClCl. The catalyst is O1CCCC1. The product is [Cl:1][C:2]1[CH:30]=[CH:29][C:5]2[NH:6][C:7]([C@@H:9]([NH:13][C:14](=[O:15])[C:16]3[CH:24]=[CH:23][C:19]([C:20]([N:39]4[CH2:40][CH:45]=[CH:44][CH2:43]4)=[O:22])=[C:18]([C:25]([F:26])([F:28])[F:27])[CH:17]=3)[CH2:10][O:11][CH3:12])=[N:8][C:4]=2[CH:3]=1. The yield is 0.230. (6) The reactants are CC1(C)[O:6][C@H:5]([CH2:7][N:8]2[CH:12]=[CH:11][C:10]([NH:13][C:14](=[O:35])[C@@H:15]([N:21]3[CH2:25][C:24]([O:26][C:27]4[CH:32]=[CH:31][CH:30]=[CH:29][C:28]=4[Cl:33])=[CH:23][C:22]3=[O:34])[CH2:16][C:17]([F:20])([F:19])[CH3:18])=[N:9]2)[CH2:4][O:3]1.C1(C)C=CC(S(O)(=O)=O)=CC=1. The catalyst is CO. The product is [OH:6][C@@H:5]([CH2:4][OH:3])[CH2:7][N:8]1[CH:12]=[CH:11][C:10]([NH:13][C:14](=[O:35])[C@@H:15]([N:21]2[CH2:25][C:24]([O:26][C:27]3[CH:32]=[CH:31][CH:30]=[CH:29][C:28]=3[Cl:33])=[CH:23][C:22]2=[O:34])[CH2:16][C:17]([F:19])([F:20])[CH3:18])=[N:9]1. The yield is 0.820. (7) The reactants are [Cl:1][C:2]1[CH:7]=[C:6](Cl)[C:5]([N+:9]([O-:11])=[O:10])=[CH:4][N:3]=1.[CH:12]([NH2:16])([CH2:14][CH3:15])[CH3:13]. No catalyst specified. The product is [CH:12]([NH:16][C:6]1[C:5]([N+:9]([O-:11])=[O:10])=[CH:4][N:3]=[C:2]([Cl:1])[CH:7]=1)([CH2:14][CH3:15])[CH3:13]. The yield is 1.00. (8) The reactants are C[O:2][C:3](=[O:29])[CH2:4][C@@H:5]1[N:11]=[C:10]([C:12]2[CH:17]=[CH:16][C:15]([Cl:18])=[CH:14][CH:13]=2)[C:9]2[CH:19]=[C:20]([O:23][CH3:24])[CH:21]=[CH:22][C:8]=2[N:7]2[C:25]([CH3:28])=[N:26][N:27]=[C:6]12.[OH-].[Na+]. The catalyst is C1COCC1. The product is [Cl:18][C:15]1[CH:16]=[CH:17][C:12]([C:10]2[C:9]3[CH:19]=[C:20]([O:23][CH3:24])[CH:21]=[CH:22][C:8]=3[N:7]3[C:25]([CH3:28])=[N:26][N:27]=[C:6]3[C@H:5]([CH2:4][C:3]([OH:29])=[O:2])[N:11]=2)=[CH:13][CH:14]=1. The yield is 0.890. (9) The catalyst is C1COCC1.CO. The product is [CH3:28][O:29][CH2:30][C:31]([NH:12][C:8]1[CH:7]=[C:6]([O:5][C:4]2[CH:13]=[CH:14][C:15]([N+:16]([O-:18])=[O:17])=[C:2]([CH3:1])[CH:3]=2)[CH:11]=[CH:10][N:9]=1)=[O:32]. The yield is 0.530. The reactants are [CH3:1][C:2]1[CH:3]=[C:4]([CH:13]=[CH:14][C:15]=1[N+:16]([O-:18])=[O:17])[O:5][C:6]1[CH:11]=[CH:10][N:9]=[C:8]([NH2:12])[CH:7]=1.CCN(C(C)C)C(C)C.[CH3:28][O:29][CH2:30][C:31](Cl)=[O:32].N.